From a dataset of Full USPTO retrosynthesis dataset with 1.9M reactions from patents (1976-2016). Predict the reactants needed to synthesize the given product. (1) Given the product [CH:52]1([C:50]([C:19]2[C:18]3[C:22](=[CH:23][CH:24]=[C:16]([NH:15][C:11]4[N:10]=[C:9]([N:4]5[CH:5]=[C:6]([CH2:55][N:28]6[CH2:29][C@H:30]([OH:32])[CH2:31][O:27]6)[C:2]([CH3:1])=[N:3]5)[CH:14]=[CH:13][N:12]=4)[CH:17]=3)[N:21]([CH3:25])[CH:20]=2)=[O:51])[CH2:34][CH2:33]1, predict the reactants needed to synthesize it. The reactants are: [CH3:1][C:2]1[C:6](CO)=[CH:5][N:4]([C:9]2[CH:14]=[CH:13][N:12]=[C:11]([NH:15][C:16]3[CH:17]=[C:18]4[C:22](=[CH:23][CH:24]=3)[N:21]([CH3:25])[CH:20]=[CH:19]4)[N:10]=2)[N:3]=1.Cl.[O:27]1[CH2:31][C@@H:30]([OH:32])[CH2:29][NH:28]1.[CH2:33](N(CC)CC)[CH3:34].[BH-](O[C:50]([CH3:52])=[O:51])(OC(C)=O)OC(C)=O.[Na+].Cl[CH2:55]Cl. (2) Given the product [F:27][CH:25]([F:26])[O:24][C:22]1[CH:23]=[C:18]2[N:17]([CH2:28][CH3:29])[C:16](=[O:30])[N:15]([C:12]3[CH:13]=[CH:14][C:9]([OH:8])=[CH:10][CH:11]=3)[C:19]2=[N:20][CH:21]=1, predict the reactants needed to synthesize it. The reactants are: C([O:8][C:9]1[CH:14]=[CH:13][C:12]([N:15]2[C:19]3=[N:20][CH:21]=[C:22]([O:24][CH:25]([F:27])[F:26])[CH:23]=[C:18]3[N:17]([CH2:28][CH3:29])[C:16]2=[O:30])=[CH:11][CH:10]=1)C1C=CC=CC=1.